This data is from Catalyst prediction with 721,799 reactions and 888 catalyst types from USPTO. The task is: Predict which catalyst facilitates the given reaction. (1) Reactant: [F:1][C:2]([F:27])([F:26])[C:3]1[CH:8]=[N:7][N:6]2[C:9]([C:12]3[CH:17]=[CH:16][N:15]=[C:14]([C:18]4[CH:25]=[CH:24]C=C[C:19]=4[C:20]#[N:21])[CH:13]=3)=[CH:10][N:11]=[C:5]2[N:4]=1.N1C=CC(B(O)O)=CC=1.C(=O)([O-])[O-].[Na+].[Na+]. Product: [F:1][C:2]([F:26])([F:27])[C:3]1[CH:8]=[N:7][N:6]2[C:9]([C:12]3[CH:17]=[CH:16][N:15]=[C:14]([C:18]4[CH:25]=[CH:24][N:21]=[CH:20][CH:19]=4)[CH:13]=3)=[CH:10][N:11]=[C:5]2[N:4]=1. The catalyst class is: 77. (2) Reactant: [CH:1]1([CH2:5][O:6][C:7]2[C:8]3[N:9]([C:13]([C:17]([OH:19])=O)=[C:14]([CH3:16])[N:15]=3)[CH:10]=[CH:11][N:12]=2)[CH2:4][CH2:3][CH2:2]1.F[B-](F)(F)F.N1(O[C+](N(C)C)N(C)C)C2C=CC=CC=2N=N1.[F:42][C:43]1[CH:44]=[C:45]([CH2:50][NH2:51])[CH:46]=[CH:47][C:48]=1[F:49].CN1CCOCC1.C(O)(=O)CC(CC(O)=O)(C(O)=O)O. Product: [CH:1]1([CH2:5][O:6][C:7]2[C:8]3[N:9]([C:13]([C:17]([NH:51][CH2:50][C:45]4[CH:46]=[CH:47][C:48]([F:49])=[C:43]([F:42])[CH:44]=4)=[O:19])=[C:14]([CH3:16])[N:15]=3)[CH:10]=[CH:11][N:12]=2)[CH2:2][CH2:3][CH2:4]1. The catalyst class is: 139. (3) Reactant: [Cl:1][C:2]1[CH:3]=[CH:4][C:5]([C:30]#[N:31])=[C:6]([C:8]2[C:13]([O:14][CH3:15])=[CH:12][N:11]([CH:16]([CH2:24][C:25]([F:28])([F:27])[F:26])[C:17]([O:19]C(C)(C)C)=[O:18])[C:10](=[O:29])[CH:9]=2)[CH:7]=1.C(O)(C(F)(F)F)=O. Product: [Cl:1][C:2]1[CH:3]=[CH:4][C:5]([C:30]#[N:31])=[C:6]([C:8]2[C:13]([O:14][CH3:15])=[CH:12][N:11]([CH:16]([CH2:24][C:25]([F:27])([F:28])[F:26])[C:17]([OH:19])=[O:18])[C:10](=[O:29])[CH:9]=2)[CH:7]=1. The catalyst class is: 4. (4) Reactant: [C:1]([NH:4][C:5]1[CH:10]=[C:9]([N:11]2[CH:15]=[C:14]([C:16]3[CH:21]=[CH:20][CH:19]=[CH:18][C:17]=3[Cl:22])[C:13]([C:23](OCC)=[O:24])=[CH:12]2)[C:8]([CH3:28])=[CH:7][N:6]=1)(=[O:3])[CH3:2].CCC(C)[BH-](C(C)CC)C(C)CC.[Li+]. Product: [Cl:22][C:17]1[CH:18]=[CH:19][CH:20]=[CH:21][C:16]=1[C:14]1[C:13]([CH2:23][OH:24])=[CH:12][N:11]([C:9]2[C:8]([CH3:28])=[CH:7][N:6]=[C:5]([NH:4][C:1](=[O:3])[CH3:2])[CH:10]=2)[CH:15]=1. The catalyst class is: 1. (5) Reactant: [N+:1]([C:4]1[CH:11]=[CH:10][CH:9]=[CH:8][C:5]=1[CH:6]=[O:7])([O-:3])=[O:2].C1(C)C=CC(S([CH2:21][N+:22]#[C-:23])(=O)=O)=CC=1.C(=O)([O-])[O-].[K+].[K+]. Product: [O:7]1[C:6]([C:5]2[CH:8]=[CH:9][CH:10]=[CH:11][C:4]=2[N+:1]([O-:3])=[O:2])=[CH:23][N:22]=[CH:21]1. The catalyst class is: 5. (6) Reactant: [OH-].[K+].[O:3]1[C:7]2[CH:8]=[CH:9][C:10]([CH:12]=O)=[CH:11][C:6]=2[O:5][CH2:4]1.[CH2:14]([O:18][C:19]1[CH:24]=[CH:23][CH:22]=[CH:21][C:20]=1[C:25](=[O:27])[CH3:26])[CH:15]([CH3:17])[CH3:16].Cl. Product: [O:3]1[C:7]2[CH:8]=[CH:9][C:10](/[CH:12]=[CH:26]/[C:25]([C:20]3[CH:21]=[CH:22][CH:23]=[CH:24][C:19]=3[O:18][CH2:14][CH:15]([CH3:17])[CH3:16])=[O:27])=[CH:11][C:6]=2[O:5][CH2:4]1. The catalyst class is: 315. (7) The catalyst class is: 7. Product: [N:27]([CH2:9][C:7]1[O:8][C:4]2[CH:3]=[C:2]([Cl:1])[CH:12]=[CH:11][C:5]=2[CH:6]=1)=[N+:28]=[N-:29]. Reactant: [Cl:1][C:2]1[CH:12]=[CH:11][C:5]2[CH:6]=[C:7]([CH2:9]O)[O:8][C:4]=2[CH:3]=1.C1C=CC(P([N:27]=[N+:28]=[N-:29])(C2C=CC=CC=2)=O)=CC=1.C1CCN2C(=NCCC2)CC1. (8) Reactant: [CH3:1][O:2][C:3]1[CH:4]=[C:5]2[C:9](=[CH:10][CH:11]=1)[C:8](=[O:12])[CH2:7][CH2:6]2.[CH2:13]([O:15][C:16](=[O:24])[N:17]([CH2:21][CH2:22]Br)[CH2:18][CH2:19]Br)[CH3:14].[H-].[Na+]. Product: [CH3:1][O:2][C:3]1[CH:4]=[C:5]2[C:9](=[CH:10][CH:11]=1)[C:8](=[O:12])[C:7]1([CH2:22][CH2:21][N:17]([C:16]([O:15][CH2:13][CH3:14])=[O:24])[CH2:18][CH2:19]1)[CH2:6]2. The catalyst class is: 39. (9) Reactant: [NH2:1][C:2]1[C:3]([C:14]([O:16][CH2:17][CH3:18])=[O:15])=[N:4][O:5][C:6]=1[C:7]1[CH:12]=[CH:11][CH:10]=[C:9](Br)[CH:8]=1.[F-].[Cs+].P(C(C)(C)C)(C(C)(C)C)C(C)(C)C.C([Sn](CCCC)(CCCC)[CH2:39][CH2:40][CH2:41][OH:42])CCC. Product: [NH2:1][C:2]1[C:3]([C:14]([O:16][CH2:17][CH3:18])=[O:15])=[N:4][O:5][C:6]=1[C:7]1[CH:12]=[CH:11][CH:10]=[C:9](/[CH:39]=[CH:40]/[CH2:41][OH:42])[CH:8]=1. The catalyst class is: 12. (10) Reactant: Br[C:2]1[CH:3]=[C:4]([CH:11]=[C:12]([F:15])[C:13]=1[CH3:14])[C:5]([NH:7][CH:8]1[CH2:10][CH2:9]1)=[O:6].[CH:16]1([CH2:19][NH:20][C:21](=[O:37])[C:22]2[CH:27]=[CH:26][C:25](B3OC(C)(C)C(C)(C)O3)=[CH:24][CH:23]=2)[CH2:18][CH2:17]1.C(=O)([O-])[O-].[Na+].[Na+]. Product: [CH:8]1([NH:7][C:5]([C:4]2[CH:3]=[C:2]([C:25]3[CH:26]=[CH:27][C:22]([C:21]([NH:20][CH2:19][CH:16]4[CH2:18][CH2:17]4)=[O:37])=[CH:23][CH:24]=3)[C:13]([CH3:14])=[C:12]([F:15])[CH:11]=2)=[O:6])[CH2:10][CH2:9]1. The catalyst class is: 104.